Dataset: TCR-epitope binding with 47,182 pairs between 192 epitopes and 23,139 TCRs. Task: Binary Classification. Given a T-cell receptor sequence (or CDR3 region) and an epitope sequence, predict whether binding occurs between them. (1) The epitope is HTTDPSFLGRY. The TCR CDR3 sequence is CASSYELAGGTDTQYF. Result: 1 (the TCR binds to the epitope). (2) The epitope is CTELKLSDY. The TCR CDR3 sequence is CASSKGRYNEQFF. Result: 0 (the TCR does not bind to the epitope). (3) The epitope is KLSYGIATV. Result: 1 (the TCR binds to the epitope). The TCR CDR3 sequence is CSASDGRSNEQFF. (4) The epitope is KRWIILGLNK. The TCR CDR3 sequence is CASSQGLQGSEQFF. Result: 1 (the TCR binds to the epitope). (5) The epitope is IQYIDIGNY. The TCR CDR3 sequence is CASSLGWGTEAFF. Result: 1 (the TCR binds to the epitope).